This data is from Forward reaction prediction with 1.9M reactions from USPTO patents (1976-2016). The task is: Predict the product of the given reaction. (1) Given the reactants Cl[CH2:2][C:3]([NH:5][C:6]1[CH:11]=[C:10]([C:12]2[NH:20][C:19]3[C:14](=[N:15][CH:16]=[C:17]([Cl:21])[CH:18]=3)[C:13]=2[C:22]2[CH:27]=[CH:26][C:25]([O:28][CH3:29])=[C:24]([CH3:30])[N:23]=2)[CH:9]=[CH:8][N:7]=1)=[O:4].[CH3:31][N:32]1[CH2:37][CH2:36][NH:35][CH2:34][CH2:33]1.C([O-])([O-])=O.[K+].[K+], predict the reaction product. The product is: [Cl:21][C:17]1[CH:18]=[C:19]2[NH:20][C:12]([C:10]3[CH:9]=[CH:8][N:7]=[C:6]([NH:5][C:3](=[O:4])[CH2:2][N:35]4[CH2:36][CH2:37][N:32]([CH3:31])[CH2:33][CH2:34]4)[CH:11]=3)=[C:13]([C:22]3[CH:27]=[CH:26][C:25]([O:28][CH3:29])=[C:24]([CH3:30])[N:23]=3)[C:14]2=[N:15][CH:16]=1. (2) Given the reactants C([O:14][C:15]1[C:16]2[C:44](=[O:45])[N:43]([CH2:46][C:47]3[CH:52]=[CH:51][C:50]([F:53])=[CH:49][CH:48]=3)[CH2:42][C:17]=2[C:18]([O:25][S:26]([CH2:29][CH2:30][N:31]2[C:39](=[O:40])[C:38]3[C:33](=[CH:34][CH:35]=[CH:36][CH:37]=3)[C:32]2=[O:41])(=[O:28])=[O:27])=[C:19]2[C:24]=1[N:23]=[CH:22][CH:21]=[CH:20]2)(C1C=CC=CC=1)C1C=CC=CC=1.[F:54][C:55]([F:60])([F:59])[C:56]([OH:58])=[O:57].C([SiH](CC)CC)C, predict the reaction product. The product is: [F:53][C:50]1[CH:49]=[CH:48][C:47]([CH2:46][N:43]2[C:44](=[O:45])[C:16]3[C:15]([OH:14])=[C:24]4[C:19]([CH:20]=[CH:21][CH:22]=[N:23]4)=[C:18]([O:25][S:26]([CH2:29][CH2:30][N:31]4[C:39](=[O:40])[C:38]5[C:33](=[CH:34][CH:35]=[CH:36][CH:37]=5)[C:32]4=[O:41])(=[O:28])=[O:27])[C:17]=3[CH2:42]2)=[CH:52][CH:51]=1.[C:56]([OH:58])([C:55]([F:60])([F:59])[F:54])=[O:57]. (3) Given the reactants [F:1][C:2]1[CH:7]=[C:6]([N+:8]([O-])=O)[CH:5]=[CH:4][C:3]=1[N:11]1[C:15](C)=[N:14][CH:13]=[N:12]1.[CH3:17]O, predict the reaction product. The product is: [F:1][C:2]1[CH:7]=[C:6]([CH:5]=[CH:4][C:3]=1[N:11]1[CH:15]=[N:14][C:13]([CH3:17])=[N:12]1)[NH2:8]. (4) Given the reactants C[O:2][C:3](=[O:39])[CH2:4][CH2:5][NH:6][C:7](=[O:38])[C:8]1[CH:13]=[CH:12][C:11]([O:14][C@H:15]([C:22]2[CH:23]=[N:24][C:25]([C:28]3[CH:33]=[CH:32][C:31]([C:34]([F:37])([F:36])[F:35])=[CH:30][CH:29]=3)=[CH:26][CH:27]=2)[CH2:16][CH2:17][CH2:18][CH2:19][CH2:20][CH3:21])=[CH:10][CH:9]=1.[OH-].[Na+], predict the reaction product. The product is: [F:36][C:34]([F:35])([F:37])[C:31]1[CH:30]=[CH:29][C:28]([C:25]2[N:24]=[CH:23][C:22]([C@@H:15]([O:14][C:11]3[CH:12]=[CH:13][C:8]([C:7]([NH:6][CH2:5][CH2:4][C:3]([OH:39])=[O:2])=[O:38])=[CH:9][CH:10]=3)[CH2:16][CH2:17][CH2:18][CH2:19][CH2:20][CH3:21])=[CH:27][CH:26]=2)=[CH:33][CH:32]=1. (5) Given the reactants [OH:1][C:2]1[CH:3]=[C:4]([C:14]([NH:16][C:17]2[CH:21]=[CH:20][N:19](C(OC(C)(C)C)=O)[N:18]=2)=[O:15])[CH:5]=[C:6]([O:8][C@@H:9]([CH3:13])[CH2:10][O:11][CH3:12])[CH:7]=1.F[C:30]1[CH:35]=[C:34](F)[C:33]([F:37])=[CH:32][C:31]=1[S:38]([CH:41]1[CH2:45][CH2:44][O:43]C1=O)(=[O:40])=[O:39].C(=O)([O-])[O-].[K+].[K+].O, predict the reaction product. The product is: [F:37][C:33]1[C:34]([O:1][C:2]2[CH:3]=[C:4]([CH:5]=[C:6]([O:8][C@@H:9]([CH3:13])[CH2:10][O:11][CH3:12])[CH:7]=2)[C:14]([NH:16][C:17]2[CH:21]=[CH:20][NH:19][N:18]=2)=[O:15])=[CH:35][C:30]2[O:43][CH2:44][CH2:45][CH2:41][S:38](=[O:40])(=[O:39])[C:31]=2[CH:32]=1. (6) Given the reactants [C:1]1(=[O:11])[O:6][C:4](=[O:5])[C:3]2=[CH:7][CH:8]=[CH:9][CH:10]=[C:2]12.C([OH:16])CCC, predict the reaction product. The product is: [C:1]([OH:6])(=[O:11])[C:2]1[C:3](=[CH:7][CH:8]=[CH:9][CH:10]=1)[C:4]([OH:16])=[O:5].